Task: Predict which catalyst facilitates the given reaction.. Dataset: Catalyst prediction with 721,799 reactions and 888 catalyst types from USPTO (1) Reactant: [CH3:1][O:2][C:3]1[C:12]2[C:11]([N:13]3[CH2:18][CH2:17][NH:16][CH2:15][CH2:14]3)=[N:10][C:9]([C:19]3[CH:24]=[CH:23][N:22]=[CH:21][CH:20]=3)=[N:8][C:7]=2[CH:6]=[N:5][CH:4]=1.[CH3:25][CH2:26][N:27](CC)CC.ClCC#N. Product: [CH3:1][O:2][C:3]1[C:12]2[C:11]([N:13]3[CH2:18][CH2:17][N:16]([CH2:25][C:26]#[N:27])[CH2:15][CH2:14]3)=[N:10][C:9]([C:19]3[CH:24]=[CH:23][N:22]=[CH:21][CH:20]=3)=[N:8][C:7]=2[CH:6]=[N:5][CH:4]=1. The catalyst class is: 287. (2) Reactant: C([O:3][C:4]([CH:6]1[CH2:11][CH2:10][CH2:9][CH2:8][N:7]1[N:12]([CH2:33][CH2:34][C:35]([CH3:38])([CH3:37])[CH3:36])[C:13](=[O:32])[CH2:14][C:15]1[NH:20][C:19]2[CH:21]=[CH:22][C:23]([NH:25][S:26]([CH3:29])(=[O:28])=[O:27])=[CH:24][C:18]=2[S:17](=[O:31])(=[O:30])[N:16]=1)=O)C.[O-]CC.[Na+]. The catalyst class is: 8. Product: [CH3:38][C:35]([CH3:37])([CH3:36])[CH2:34][CH2:33][N:12]1[C:13](=[O:32])[C:14]([C:15]2[NH:20][C:19]3[CH:21]=[CH:22][C:23]([NH:25][S:26]([CH3:29])(=[O:27])=[O:28])=[CH:24][C:18]=3[S:17](=[O:30])(=[O:31])[N:16]=2)=[C:4]([OH:3])[CH:6]2[CH2:11][CH2:10][CH2:9][CH2:8][N:7]12.